This data is from Forward reaction prediction with 1.9M reactions from USPTO patents (1976-2016). The task is: Predict the product of the given reaction. (1) Given the reactants [C:1]([O:5][C:6]([NH:8][C:9]([CH3:13])([CH3:12])[CH2:10][OH:11])=[O:7])([CH3:4])([CH3:3])[CH3:2].[N+](=[CH:16][C:17]([O:19]CC)=[O:18])=[N-].C(=O)(O)[O-].[Na+], predict the reaction product. The product is: [C:1]([O:5][C:6]([NH:8][C:9]([CH3:13])([CH3:12])[CH2:10][O:11][CH2:16][C:17]([OH:19])=[O:18])=[O:7])([CH3:4])([CH3:3])[CH3:2]. (2) Given the reactants Br[SiH3].[F:3][C:4]([F:22])([C:15]([F:21])([F:20])[C:16]([F:19])([F:18])[F:17])[CH2:5][CH2:6][Si:7](Br)([CH:11]([CH3:13])[CH3:12])[CH:8]([CH3:10])[CH3:9].[C:23]([Mg]Br)#[CH:24], predict the reaction product. The product is: [F:3][C:4]([F:22])([C:15]([F:21])([F:20])[C:16]([F:19])([F:18])[F:17])[CH2:5][CH2:6][Si:7]([C:23]#[CH:24])([CH:11]([CH3:13])[CH3:12])[CH:8]([CH3:10])[CH3:9]. (3) The product is: [C:22]([NH:21][C:20]([NH:15][C:14]1([C:31]2[S:32][CH:33]=[CH:34][CH:35]=2)[CH:18]([CH2:17][OH:16])[CH2:19][N:12]([C:10]([O:9][C:5]([CH3:8])([CH3:7])[CH3:6])=[O:11])[CH2:13]1)=[S:30])(=[O:29])[C:23]1[CH:28]=[CH:27][CH:26]=[CH:25][CH:24]=1. Given the reactants C(O)(=O)C.[C:5]([O:9][C:10]([N:12]1[CH2:19][CH:18]2[C:14]([C:31]3[S:32][CH:33]=[CH:34][CH:35]=3)([N:15]([C:20](=[S:30])[NH:21][C:22](=[O:29])[C:23]3[CH:28]=[CH:27][CH:26]=[CH:25][CH:24]=3)[O:16][CH2:17]2)[CH2:13]1)=[O:11])([CH3:8])([CH3:7])[CH3:6].C(=O)(O)[O-].[Na+], predict the reaction product. (4) Given the reactants [Li+].[OH-].[CH3:3][C:4]1[O:8][C:7]([C:9]2[CH:14]=[CH:13][C:12]([CH3:15])=[CH:11][CH:10]=2)=[N:6][C:5]=1[CH2:16][CH2:17][O:18][C:19]1[CH:20]=[C:21]2[C:25](=[CH:26][CH:27]=1)[C@H:24]([C@H:28]([CH2:33][CH3:34])[C:29]([O:31]C)=[O:30])[CH2:23][CH2:22]2.CCOC(C)=O.CCCCCC, predict the reaction product. The product is: [CH3:3][C:4]1[O:8][C:7]([C:9]2[CH:10]=[CH:11][C:12]([CH3:15])=[CH:13][CH:14]=2)=[N:6][C:5]=1[CH2:16][CH2:17][O:18][C:19]1[CH:20]=[C:21]2[C:25](=[CH:26][CH:27]=1)[C@H:24]([C@H:28]([CH2:33][CH3:34])[C:29]([OH:31])=[O:30])[CH2:23][CH2:22]2.